This data is from Forward reaction prediction with 1.9M reactions from USPTO patents (1976-2016). The task is: Predict the product of the given reaction. (1) Given the reactants [I-].[CH3:2][S+](C)(C)=[O:4].[H-].[Na+].[NH2:9][C:10]1[N:15]=[CH:14][N:13]=[C:12]2[N:16]([C@H:36]3[CH2:41][CH2:40][C@H:39]([N:42]4[CH2:47][CH2:46][N:45]([CH3:48])[CH2:44][CH2:43]4)[CH2:38][CH2:37]3)[N:17]=[C:18]([C:19]3[CH:24]=[CH:23][C:22]([N:25]=[CH:26][C:27]4[CH:32]=[CH:31][CH:30]=[CH:29][C:28]=4[OH:33])=[C:21]([O:34][CH3:35])[CH:20]=3)[C:11]=12, predict the reaction product. The product is: [C:28]([OH:33])(=[O:4])[CH3:29].[C:28]([OH:33])(=[O:4])[CH3:29].[O:33]1[CH2:2][CH:26]([NH:25][C:22]2[CH:23]=[CH:24][C:19]([C:18]3[C:11]4[C:12](=[N:13][CH:14]=[N:15][C:10]=4[NH2:9])[N:16]([C@H:36]4[CH2:37][CH2:38][C@H:39]([N:42]5[CH2:43][CH2:44][N:45]([CH3:48])[CH2:46][CH2:47]5)[CH2:40][CH2:41]4)[N:17]=3)=[CH:20][C:21]=2[O:34][CH3:35])[C:27]2[CH:32]=[CH:31][CH:30]=[CH:29][C:28]1=2. (2) Given the reactants C(O[C:4](=[O:17])[CH2:5][C:6]([C:8]1[CH:13]=[C:12]([Cl:14])[CH:11]=[CH:10][C:9]=1[O:15][CH3:16])=O)C.Cl.[C:19]([NH2:22])(=[NH:21])[CH3:20].C(=O)([O-])[O-].[K+].[K+], predict the reaction product. The product is: [Cl:14][C:12]1[CH:11]=[CH:10][C:9]([O:15][CH3:16])=[C:8]([C:6]2[N:21]=[C:19]([CH3:20])[NH:22][C:4](=[O:17])[CH:5]=2)[CH:13]=1. (3) Given the reactants [CH2:1]([N:8]1[C:20]2[CH:19]=[C:18]([C:21]3[C:22]([CH3:27])=[N:23][O:24][C:25]=3[CH3:26])[CH:17]=[C:16]([C:28]([OH:30])=O)[C:15]=2[C:14]2[C:9]1=[CH:10][CH:11]=[C:12]([O:31][CH3:32])[CH:13]=2)[C:2]1[CH:7]=[CH:6][CH:5]=[CH:4][CH:3]=1.C(Cl)CCl.C1C=CC2N(O)N=[N:43]C=2C=1.[OH-].[NH4+], predict the reaction product. The product is: [CH2:1]([N:8]1[C:20]2[CH:19]=[C:18]([C:21]3[C:22]([CH3:27])=[N:23][O:24][C:25]=3[CH3:26])[CH:17]=[C:16]([C:28]([NH2:43])=[O:30])[C:15]=2[C:14]2[C:9]1=[CH:10][CH:11]=[C:12]([O:31][CH3:32])[CH:13]=2)[C:2]1[CH:3]=[CH:4][CH:5]=[CH:6][CH:7]=1. (4) Given the reactants [O:1]1[CH2:6][CH2:5][C:4](=O)[CH2:3][CH2:2]1.C[Si]([N-][Si](C)(C)C)(C)C.[Li+].Cl[C:19](=O)[C:20]([O:22][CH2:23][CH3:24])=[O:21].[CH3:26][NH:27][NH2:28], predict the reaction product. The product is: [CH3:26][N:27]1[C:4]2[CH2:3][CH2:2][O:1][CH2:6][C:5]=2[C:19]([C:20]([O:22][CH2:23][CH3:24])=[O:21])=[N:28]1. (5) Given the reactants [F:1][C:2]1[CH:3]=[C:4]2[C:9](=[CH:10][CH:11]=1)[N:8]=[C:7]([N:12]1[CH2:19][CH:18]3[CH:14]([CH2:15][NH:16][CH2:17]3)[CH2:13]1)[N:6]=[CH:5]2.[F:20][C:21]1[C:22]([C:30]2[N:35]=[CH:34][CH:33]=[CH:32][N:31]=2)=[C:23]([CH:27]=[CH:28][CH:29]=1)[C:24](O)=[O:25], predict the reaction product. The product is: [F:20][C:21]1[C:22]([C:30]2[N:31]=[CH:32][CH:33]=[CH:34][N:35]=2)=[C:23]([C:24]([N:16]2[CH2:17][CH:18]3[CH:14]([CH2:13][N:12]([C:7]4[N:6]=[CH:5][C:4]5[C:9](=[CH:10][CH:11]=[C:2]([F:1])[CH:3]=5)[N:8]=4)[CH2:19]3)[CH2:15]2)=[O:25])[CH:27]=[CH:28][CH:29]=1. (6) Given the reactants [CH3:1][CH2:2][O:3][CH:4]([O:13][CH2:14][CH3:15])[C:5]1[CH:10]=[CH:9][C:8]([CH:11]=O)=[CH:7][CH:6]=1.[O:16]1[CH2:21][CH2:20][N:19]([CH2:22][CH2:23][CH2:24][NH2:25])[CH2:18][CH2:17]1.[BH4-].[Na+], predict the reaction product. The product is: [CH2:2]([O:3][CH:4]([O:13][CH2:14][CH3:15])[C:5]1[CH:10]=[CH:9][C:8]([CH2:11][NH:25][CH2:24][CH2:23][CH2:22][N:19]2[CH2:20][CH2:21][O:16][CH2:17][CH2:18]2)=[CH:7][CH:6]=1)[CH3:1].